Predict the product of the given reaction. From a dataset of Forward reaction prediction with 1.9M reactions from USPTO patents (1976-2016). (1) Given the reactants Br[C:2]1[S:6][C:5]([C:7](=[O:12])[C:8]([F:11])([F:10])[F:9])=[CH:4][CH:3]=1.B([C:16]1[CH:17]=[N:18][CH:19]=[C:20]([CH:24]=1)[C:21]([OH:23])=[O:22])(O)O, predict the reaction product. The product is: [F:9][C:8]([F:11])([F:10])[C:7]([C:5]1[S:6][C:2]([C:16]2[CH:17]=[N:18][CH:19]=[C:20]([CH:24]=2)[C:21]([OH:23])=[O:22])=[CH:3][CH:4]=1)=[O:12]. (2) Given the reactants Cl[C:2]1[N:10]=[C:9]2[C:5]([N:6]([CH2:18][O:19][CH2:20][CH2:21][Si:22]([CH3:25])([CH3:24])[CH3:23])[C:7](=[O:17])[N:8]2[CH:11]2[CH2:16][CH2:15][O:14][CH2:13][CH2:12]2)=[CH:4][N:3]=1.C1(C(C2C=CC=CC=2)=[NH:33])C=CC=CC=1.C(=O)([O-])[O-].[Cs+].[Cs+].C([O-])(=O)C.[Na+].Cl.NO, predict the reaction product. The product is: [NH2:33][C:2]1[N:10]=[C:9]2[C:5]([N:6]([CH2:18][O:19][CH2:20][CH2:21][Si:22]([CH3:25])([CH3:24])[CH3:23])[C:7](=[O:17])[N:8]2[CH:11]2[CH2:16][CH2:15][O:14][CH2:13][CH2:12]2)=[CH:4][N:3]=1. (3) Given the reactants C([O:3][C:4]([C:6]1[C:7]2[CH:21]3[CH2:22][CH:20]3[CH2:19][C:8]=2[N:9]([C:11]2[CH:16]=[CH:15][C:14]([F:17])=[CH:13][C:12]=2[F:18])[N:10]=1)=[O:5])C.COC(C1C2C3CC3CC=2N(C2C=CC(F)=CC=2F)N=1)=O.[OH-].[Na+], predict the reaction product. The product is: [F:18][C:12]1[CH:13]=[C:14]([F:17])[CH:15]=[CH:16][C:11]=1[N:9]1[C:8]2[CH2:19][CH:20]3[CH2:22][CH:21]3[C:7]=2[C:6]([C:4]([OH:5])=[O:3])=[N:10]1. (4) The product is: [C:34]([O:33][C:31]([N:8]1[CH2:9][CH2:10][CH:11]([N:14]2[C:18](=[O:19])[CH2:17][CH:16]([C:20]([OH:22])=[O:21])[CH2:15]2)[CH2:12][CH2:13]1)=[O:32])([CH3:35])([CH3:36])[CH3:37]. Given the reactants C([N:8]1[CH2:13][CH2:12][CH:11]([N:14]2[C:18](=[O:19])[CH2:17][CH:16]([C:20]([OH:22])=[O:21])[CH2:15]2)[CH2:10][CH2:9]1)C1C=CC=CC=1.[CH3:35][C:34]([O:33][C:31](O[C:31]([O:33][C:34]([CH3:37])([CH3:36])[CH3:35])=[O:32])=[O:32])([CH3:37])[CH3:36].[H][H], predict the reaction product. (5) Given the reactants [Si]([O:8][C@H:9]1[CH2:14][N:13]([C:15]([O:17][C:18]([CH3:21])([CH3:20])[CH3:19])=[O:16])[C@@H:12]([CH2:22][CH2:23][N:24]2[C:29]3[CH:30]=[C:31]([C:34]#[N:35])[CH:32]=[CH:33][C:28]=3[O:27][CH2:26][C:25]2=[O:36])[CH2:11][CH2:10]1)(C(C)(C)C)(C)C.[F-].C([N+](CCCC)(CCCC)CCCC)CCC, predict the reaction product. The product is: [C:34]([C:31]1[CH:32]=[CH:33][C:28]2[O:27][CH2:26][C:25](=[O:36])[N:24]([CH2:23][CH2:22][C@H:12]3[CH2:11][CH2:10][C@@H:9]([OH:8])[CH2:14][N:13]3[C:15]([O:17][C:18]([CH3:20])([CH3:19])[CH3:21])=[O:16])[C:29]=2[CH:30]=1)#[N:35].